From a dataset of Reaction yield outcomes from USPTO patents with 853,638 reactions. Predict the reaction yield, written as a fraction of the theoretical maximum amount of product (1.0 means a 100% yield; for example, 0.34 means a 34% yield). The reactants are [Cl:1][C:2]1[C:3]([F:9])=[C:4]([CH:6]=[CH:7][CH:8]=1)[NH2:5].[CH3:10][N:11]1[CH2:16][CH2:15][C:14](=O)[CH2:13][CH2:12]1.C(O[BH-](OC(=O)C)OC(=O)C)(=O)C.[Na+].C(O)(=O)C. No catalyst specified. The product is [CH3:10][N:11]1[CH2:16][CH2:15][CH:14]([NH:5][C:4]2[CH:6]=[CH:7][CH:8]=[C:2]([Cl:1])[C:3]=2[F:9])[CH2:13][CH2:12]1. The yield is 0.320.